From a dataset of Forward reaction prediction with 1.9M reactions from USPTO patents (1976-2016). Predict the product of the given reaction. Given the reactants [C:1]([C:3]1[N:8]=[CH:7][C:6]([NH:9][C:10]2[CH:19]=[CH:18][C:13]([C:14]([O:16][CH3:17])=[O:15])=[CH:12][C:11]=2[C:20]([F:23])([F:22])[F:21])=[CH:5][CH:4]=1)#[N:2], predict the reaction product. The product is: [NH2:2][CH2:1][C:3]1[N:8]=[CH:7][C:6]([NH:9][C:10]2[CH:19]=[CH:18][C:13]([C:14]([O:16][CH3:17])=[O:15])=[CH:12][C:11]=2[C:20]([F:23])([F:21])[F:22])=[CH:5][CH:4]=1.